Task: Predict the reactants needed to synthesize the given product.. Dataset: Full USPTO retrosynthesis dataset with 1.9M reactions from patents (1976-2016) (1) The reactants are: [CH3:1][O:2][C:3]1[C:4]([C:9](OC)=[O:10])=[N:5][CH:6]=[CH:7][N:8]=1.[Cl-].[Cl-].[Ca+2].[BH4-].[Na+].O. Given the product [CH3:1][O:2][C:3]1[C:4]([CH2:9][OH:10])=[N:5][CH:6]=[CH:7][N:8]=1, predict the reactants needed to synthesize it. (2) Given the product [Cl:21][C:4]1[C:5]2[O:9][CH:8]([CH2:10][NH:11][C:12](=[O:18])[O:13][C:14]([CH3:17])([CH3:16])[CH3:15])[C:7](=[O:19])[C:6]=2[CH:20]=[C:2]([C:33]2[CH:32]=[CH:31][C:30]([C:28]([N:25]3[CH2:26][CH2:27][O:22][CH2:23][CH2:24]3)=[O:29])=[CH:35][CH:34]=2)[CH:3]=1, predict the reactants needed to synthesize it. The reactants are: Br[C:2]1[CH:3]=[C:4]([Cl:21])[C:5]2[O:9][CH:8]([CH2:10][NH:11][C:12](=[O:18])[O:13][C:14]([CH3:17])([CH3:16])[CH3:15])[C:7](=[O:19])[C:6]=2[CH:20]=1.[O:22]1[CH2:27][CH2:26][N:25]([C:28]([C:30]2[CH:35]=[CH:34][C:33](B3OC(C)(C)C(C)(C)O3)=[CH:32][CH:31]=2)=[O:29])[CH2:24][CH2:23]1.C([O-])([O-])=O.[K+].[K+]. (3) Given the product [Cl:1][C:2]1[N:7]=[CH:6][C:5]([CH2:8][CH2:9][N:10]([C:11]2[CH:12]=[CH:13][C:14]([CH3:17])=[CH:15][CH:16]=2)[N:18]=[O:19])=[CH:4][CH:3]=1, predict the reactants needed to synthesize it. The reactants are: [Cl:1][C:2]1[N:7]=[CH:6][C:5]([CH2:8][CH2:9][NH:10][C:11]2[CH:16]=[CH:15][C:14]([CH3:17])=[CH:13][CH:12]=2)=[CH:4][CH:3]=1.[N:18]([O-])=[O:19].[Na+]. (4) Given the product [O:44]=[C:38]1[CH:37]([N:31]2[CH2:30][C:29]3[C:33](=[CH:34][CH:35]=[C:27]([CH2:26][NH:25][C:3](=[O:5])[C:2]([F:1])([F:18])[C:6]4[CH:11]=[CH:10][C:9]([F:12])=[CH:8][C:7]=4[O:13][C:14]([F:17])([F:16])[F:15])[CH:28]=3)[C:32]2=[O:36])[CH2:42][CH2:41][C:40](=[O:43])[NH:39]1, predict the reactants needed to synthesize it. The reactants are: [F:1][C:2]([F:18])([C:6]1[CH:11]=[CH:10][C:9]([F:12])=[CH:8][C:7]=1[O:13][C:14]([F:17])([F:16])[F:15])[C:3]([OH:5])=O.P(Cl)(Cl)(Cl)=O.Cl.[NH2:25][CH2:26][C:27]1[CH:28]=[C:29]2[C:33](=[CH:34][CH:35]=1)[C:32](=[O:36])[N:31]([CH:37]1[CH2:42][CH2:41][C:40](=[O:43])[NH:39][C:38]1=[O:44])[CH2:30]2.C(=O)(O)[O-].[Na+]. (5) Given the product [NH2:29][C:21]1[N:22]([CH3:28])[C:23](=[O:27])[C:24]([CH3:26])([CH3:25])[C@:19]([C:14]2[CH:13]=[C:12]([NH:11][CH:8]3[CH2:9][CH2:10][CH:6]([CH2:5][C:4]([OH:33])=[O:3])[C:7]3([CH3:31])[CH3:32])[CH:17]=[CH:16][C:15]=2[F:18])([CH3:30])[N:20]=1, predict the reactants needed to synthesize it. The reactants are: C([O:3][C:4](=[O:33])[CH2:5][CH:6]1[CH2:10][CH2:9][CH:8]([NH:11][C:12]2[CH:17]=[CH:16][C:15]([F:18])=[C:14]([C@:19]3([CH3:30])[C:24]([CH3:26])([CH3:25])[C:23](=[O:27])[N:22]([CH3:28])[C:21]([NH2:29])=[N:20]3)[CH:13]=2)[C:7]1([CH3:32])[CH3:31])C.[Li+].[OH-].